The task is: Token-level Classification. Given an antigen amino acid sequence, predict which amino acid positions are active epitope sites capable of antibody binding. Output is a list of indices for active positions.. This data is from B-cell epitopes from IEDB database with 3,159 antigens for binding position prediction. Given the antigen sequence: MAEPRQEFDVMEDHAQGDYTLQDQEGDMDPGLKESPLQTPADDGSEEPGSETSDAKSTPTAEDATAPLVDEGAPGEQAAAQAPAEIPEGTAAEEAGIGDTSNLEDQAAGHVTQARMVSKGKDGTGPDDKKTKGADGKPGTKIATPRGAAPPGQKGQANATRIPAKTTPTPKTSPATMQVQKKPPPAGAKSERGESGKSGDRSGYSSPGSPGTPGSRSRTPSLPTPPTREPKKVAVVRTPPKSPSAAKSRLQAAPGPMPDLKNVKSKIGSTENLKHQPGGGKVQIINKKLDLSNVQSKCGSKDNIKHVPGGGSVQIVYKPVDLSKVTSKCGSLGNIHHKPGGGQVEVKSEKLDFKDRVQSKIGSLDNITHVPGGGNKKIETHKLTFRENAKAKTDHGAEIVYKSPVVSGDTSPRHLSNVSSTGSIDMVDSPQLATLADEVSASLAKQGL, which amino acid positions are active epitope sites? The epitope positions are: [198, 199, 200, 201, 202, 203, 204, 205]. The amino acids at these positions are: GDRSGYSS.